From a dataset of Full USPTO retrosynthesis dataset with 1.9M reactions from patents (1976-2016). Predict the reactants needed to synthesize the given product. (1) Given the product [Cl:8][C:6]1[CH:5]=[C:4]([C:9]2[CH:13]=[C:12]([O:14][CH2:15][CH2:16][C:17]([OH:30])=[O:18])[N:11]([C:19]3[CH:28]=[CH:27][C:26]4[C:21](=[CH:22][CH:23]=[CH:24][CH:25]=4)[CH:20]=3)[N:10]=2)[CH:3]=[C:2]([Cl:1])[CH:7]=1, predict the reactants needed to synthesize it. The reactants are: [Cl:1][C:2]1[CH:3]=[C:4]([C:9]2[CH:13]=[C:12]([O:14][CH2:15][CH2:16][CH2:17][OH:18])[N:11]([C:19]3[CH:28]=[CH:27][C:26]4[C:21](=[CH:22][CH:23]=[CH:24][CH:25]=4)[CH:20]=3)[N:10]=2)[CH:5]=[C:6]([Cl:8])[CH:7]=1.[Cr](O[Cr]([O-])(=O)=O)([O-])(=O)=[O:30].[NH+]1C=CC=CC=1.[NH+]1C=CC=CC=1. (2) The reactants are: [N:1]([CH2:4][C:5]([C:7]1[CH:12]=[CH:11][CH:10]=[CH:9][CH:8]=1)=[O:6])=[N+:2]=[N-].C1(P(C2C=CC=CC=2)CCC(ON2C(=O)CCC2=O)=O)C=CC=CC=1. Given the product [N+:1](=[CH:4][C:5]([C:7]1[CH:12]=[CH:11][CH:10]=[CH:9][CH:8]=1)=[O:6])=[N-:2], predict the reactants needed to synthesize it. (3) The reactants are: [C:1]([O:9]CC)(=O)[CH2:2][C:3]([O:5][CH2:6][CH3:7])=[O:4].[H-].[Na+].[H][H].[CH3:16][N:17]1[C:22]2[CH:23]=[CH:24][C:25](C)=[CH:26][C:21]=2[C:20](=O)[O:19]C1=O.[ClH:30]. Given the product [CH2:6]([O:5][C:3]([C:2]1[C:1](=[O:9])[N:17]([CH3:16])[C:22]2[C:21]([C:20]=1[OH:19])=[CH:26][C:25]([Cl:30])=[CH:24][CH:23]=2)=[O:4])[CH3:7], predict the reactants needed to synthesize it. (4) Given the product [N:15]1[C:16]2[CH2:17][CH2:18][CH2:19][CH2:20][C:21]=2[CH:22]=[CH:23][C:14]=1[C:12]1[S:4][C:3]2[CH:5]=[CH:6][CH:7]=[CH:8][C:2]=2[C:1](=[O:10])[N:13]=1, predict the reactants needed to synthesize it. The reactants are: [C:1]([O:10]C)(=O)[C:2]1[C:3](=[CH:5][CH:6]=[CH:7][CH:8]=1)[SH:4].[C:12]([C:14]1[CH:23]=[CH:22][C:21]2[CH2:20][CH2:19][CH2:18][CH2:17][C:16]=2[N:15]=1)#[N:13].C(N(CC)CC)C. (5) Given the product [NH2:16][C:13]1[CH:12]=[C:11]([C:19]([O:21][CH2:22][CH2:23][CH2:24][CH2:25][CH2:26][CH2:27][O:28][C:29]2[CH:30]=[CH:31][C:32]([C:35]3[CH:36]=[CH:37][CH:38]=[CH:39][CH:40]=3)=[CH:33][CH:34]=2)=[O:20])[C:10]([C:7]2[C:6]([C:41]([O:43][CH2:44][CH2:45][CH2:46][CH2:47][CH2:48][CH2:49][O:50][C:51]3[CH:56]=[CH:55][C:54]([C:57]4[CH:62]=[CH:61][CH:60]=[CH:59][CH:58]=4)=[CH:53][CH:52]=3)=[O:42])=[CH:5][C:4]([NH2:1])=[CH:9][CH:8]=2)=[CH:15][CH:14]=1, predict the reactants needed to synthesize it. The reactants are: [N+:1]([C:4]1[CH:5]=[C:6]([C:41]([O:43][CH2:44][CH2:45][CH2:46][CH2:47][CH2:48][CH2:49][O:50][C:51]2[CH:56]=[CH:55][C:54]([C:57]3[CH:62]=[CH:61][CH:60]=[CH:59][CH:58]=3)=[CH:53][CH:52]=2)=[O:42])[C:7]([C:10]2[C:11]([C:19]([O:21][CH2:22][CH2:23][CH2:24][CH2:25][CH2:26][CH2:27][O:28][C:29]3[CH:34]=[CH:33][C:32]([C:35]4[CH:40]=[CH:39][CH:38]=[CH:37][CH:36]=4)=[CH:31][CH:30]=3)=[O:20])=[CH:12][C:13]([N+:16]([O-])=O)=[CH:14][CH:15]=2)=[CH:8][CH:9]=1)([O-])=O.